This data is from Full USPTO retrosynthesis dataset with 1.9M reactions from patents (1976-2016). The task is: Predict the reactants needed to synthesize the given product. (1) Given the product [CH2:1]([NH:4][C:10](=[O:11])[O:9][C:6]([CH3:8])([CH3:7])[CH3:5])[CH:2]=[CH2:3], predict the reactants needed to synthesize it. The reactants are: [CH2:1]([NH2:4])[CH:2]=[CH2:3].[CH3:5][C:6]([O:9][C:10](O[C:10]([O:9][C:6]([CH3:8])([CH3:7])[CH3:5])=[O:11])=[O:11])([CH3:8])[CH3:7].N1C=CN=C1. (2) Given the product [CH2:1]([O:3][C@@H:4]([CH2:10][C:11]1[CH:12]=[CH:13][C:14]([O:17][CH2:19][C:20]([C:22]2[CH:27]=[CH:26][CH:25]=[C:24]([O:28][CH3:29])[CH:23]=2)=[O:21])=[CH:15][CH:16]=1)[C:5]([O:7][CH2:8][CH3:9])=[O:6])[CH3:2], predict the reactants needed to synthesize it. The reactants are: [CH2:1]([O:3][C@@H:4]([CH2:10][C:11]1[CH:16]=[CH:15][C:14]([OH:17])=[CH:13][CH:12]=1)[C:5]([O:7][CH2:8][CH3:9])=[O:6])[CH3:2].Br[CH2:19][C:20]([C:22]1[CH:27]=[CH:26][CH:25]=[C:24]([O:28][CH3:29])[CH:23]=1)=[O:21].C(=O)([O-])[O-].[K+].[K+].O. (3) Given the product [C:1]([O:5][C:6](=[O:21])[NH:7][C@@H:8]([CH2:13][C:14]1[CH:19]=[CH:18][CH:17]=[C:16]([F:20])[CH:15]=1)[C:9]#[CH:10])([CH3:4])([CH3:2])[CH3:3], predict the reactants needed to synthesize it. The reactants are: [C:1]([O:5][C:6](=[O:21])[NH:7][C@@H:8]([CH2:13][C:14]1[CH:19]=[CH:18][CH:17]=[C:16]([F:20])[CH:15]=1)[CH:9]=[C:10](Br)Br)([CH3:4])([CH3:3])[CH3:2].C([Li])CCC. (4) Given the product [CH3:1][Cl:2].[Cl:5][C:4]([Cl:7])=[C:10]([Cl:11])[CH2:9][Cl:8], predict the reactants needed to synthesize it. The reactants are: [CH2:1](Cl)[Cl:2].[CH:4]([Cl:7])(Cl)[Cl:5].[Cl:8][C:9](Cl)=[C:10](Cl)[Cl:11]. (5) Given the product [ClH:15].[F:11][C:2]([F:1])([F:10])[C:3]1[S:7][C:6]([C:8](=[NH:16])[NH2:9])=[N:5][CH:4]=1, predict the reactants needed to synthesize it. The reactants are: [F:1][C:2]([F:11])([F:10])[C:3]1[S:7][C:6]([C:8]#[N:9])=[N:5][CH:4]=1.C[O-].[Na+].[Cl-:15].[NH4+:16]. (6) Given the product [F:11][C:12]1[CH:17]=[CH:16][C:15]([C:2]2[CH:7]=[CH:6][C:5]([N+:8]([O-:10])=[O:9])=[CH:4][N:3]=2)=[C:14]([CH3:21])[CH:13]=1, predict the reactants needed to synthesize it. The reactants are: Cl[C:2]1[CH:7]=[CH:6][C:5]([N+:8]([O-:10])=[O:9])=[CH:4][N:3]=1.[F:11][C:12]1[CH:17]=[CH:16][C:15](B(O)O)=[C:14]([CH3:21])[CH:13]=1.C(=O)([O-])[O-].[Na+].[Na+]. (7) The reactants are: [F:1][C:2]1[CH:3]=[N:4][C:5]2[C:10]([C:11]=1[CH2:12][C:13]([C:15]13[CH2:22][CH2:21][C:18]([NH:23][C:24](=[O:30])[O:25][C:26]([CH3:29])([CH3:28])[CH3:27])([CH2:19][CH2:20]1)[CH2:17][O:16]3)=[O:14])=[N:9][C:8]([O:31][CH3:32])=[CH:7][CH:6]=2.[CH3:33][Si]([N-][Si](C)(C)C)(C)C.[Li+].IC.[Cl-].[NH4+]. Given the product [F:1][C:2]1[CH:3]=[N:4][C:5]2[C:10]([C:11]=1[CH:12]([CH3:33])[C:13]([C:15]13[CH2:20][CH2:19][C:18]([NH:23][C:24](=[O:30])[O:25][C:26]([CH3:27])([CH3:28])[CH3:29])([CH2:21][CH2:22]1)[CH2:17][O:16]3)=[O:14])=[N:9][C:8]([O:31][CH3:32])=[CH:7][CH:6]=2, predict the reactants needed to synthesize it.